This data is from Full USPTO retrosynthesis dataset with 1.9M reactions from patents (1976-2016). The task is: Predict the reactants needed to synthesize the given product. (1) The reactants are: C([Li])CCC.Br[C:7]1[CH:8]=[N:9][C:10]2[C:15]([CH:16]=1)=[CH:14][CH:13]=[CH:12][CH:11]=2.[Cl:17][C:18]1[CH:23]=[CH:22][C:21]([C:24]2([C:27]#N)[CH2:26][CH2:25]2)=[CH:20][CH:19]=1.[OH2:29]. Given the product [Cl:17][C:18]1[CH:23]=[CH:22][C:21]([C:24]2([C:27]([C:7]3[CH:8]=[N:9][C:10]4[C:15]([CH:16]=3)=[CH:14][CH:13]=[CH:12][CH:11]=4)=[O:29])[CH2:26][CH2:25]2)=[CH:20][CH:19]=1, predict the reactants needed to synthesize it. (2) Given the product [CH3:13][O:10][C:7]1[CH:6]=[CH:5][C:3]([O:19][CH3:18])=[C:2]([CH3:1])[C:8]=1[CH3:9], predict the reactants needed to synthesize it. The reactants are: [CH3:1][C:2]1[C:8]([CH3:9])=[C:7]([OH:10])[CH:6]=[CH:5][C:3]=1O.[H-].[Na+].[CH3:13]I.CN([CH:18]=[O:19])C. (3) Given the product [C:14]([C:11]1[N:12]([CH3:13])[C:8]([C:5]2[CH:6]=[CH:7][C:2]([NH:1][S:17]([CH3:16])(=[O:19])=[O:18])=[CH:3][CH:4]=2)=[CH:9][CH:10]=1)#[N:15], predict the reactants needed to synthesize it. The reactants are: [NH2:1][C:2]1[CH:7]=[CH:6][C:5]([C:8]2[N:12]([CH3:13])[C:11]([C:14]#[N:15])=[CH:10][CH:9]=2)=[CH:4][CH:3]=1.[CH3:16][S:17](Cl)(=[O:19])=[O:18].O. (4) Given the product [Cl:27][C:23]1[C:24]([CH3:26])=[CH:25][C:20]([O:19][CH2:18][CH2:17][CH2:16][C:7]2[C:6]3[C:10](=[C:2]([C:34]4[C:30]([CH3:29])=[N:31][O:32][C:33]=4[CH3:38])[CH:3]=[CH:4][CH:5]=3)[N:9]([CH2:11][C:12]([OH:14])=[O:13])[C:8]=2[CH3:15])=[CH:21][C:22]=1[CH3:28], predict the reactants needed to synthesize it. The reactants are: Br[C:2]1[CH:3]=[CH:4][CH:5]=[C:6]2[C:10]=1[N:9]([CH2:11][C:12]([OH:14])=[O:13])[C:8]([CH3:15])=[C:7]2[CH2:16][CH2:17][CH2:18][O:19][C:20]1[CH:25]=[C:24]([CH3:26])[C:23]([Cl:27])=[C:22]([CH3:28])[CH:21]=1.[CH3:29][C:30]1[C:34](B(O)O)=[C:33]([CH3:38])[O:32][N:31]=1. (5) Given the product [C:23]([C:25]1[CH:30]=[CH:29][C:28]([CH2:31][C:32]([NH:1][C@H:2]([C:3]([NH:5][CH2:6][C:7]2[CH:8]=[CH:9][C:10]3[N:11]([CH2:20][CH3:21])[C:12]4[C:17]([C:18]=3[CH:19]=2)=[CH:16][CH:15]=[CH:14][CH:13]=4)=[O:4])[CH3:22])=[O:33])=[CH:27][CH:26]=1)#[N:24], predict the reactants needed to synthesize it. The reactants are: [NH2:1][CH:2]([CH3:22])[C:3]([NH:5][CH2:6][C:7]1[CH:8]=[CH:9][C:10]2[N:11]([CH2:20][CH3:21])[C:12]3[C:17]([C:18]=2[CH:19]=1)=[CH:16][CH:15]=[CH:14][CH:13]=3)=[O:4].[C:23]([C:25]1[CH:30]=[CH:29][C:28]([CH2:31][C:32](O)=[O:33])=[CH:27][CH:26]=1)#[N:24].CN(C(ON1N=NC2C=CC=NC1=2)=[N+](C)C)C.F[P-](F)(F)(F)(F)F.Cl. (6) Given the product [NH2:20][CH2:19][C:3]1[C:2]([Cl:1])=[CH:11][C:6]([C:7]([O:9][CH3:10])=[O:8])=[C:5]([C:12]2[CH:17]=[CH:16][CH:15]=[C:14]([F:18])[CH:13]=2)[N:4]=1, predict the reactants needed to synthesize it. The reactants are: [Cl:1][C:2]1[C:3]([C:19]#[N:20])=[N:4][C:5]([C:12]2[CH:17]=[CH:16][CH:15]=[C:14]([F:18])[CH:13]=2)=[C:6]([CH:11]=1)[C:7]([O:9][CH3:10])=[O:8]. (7) The reactants are: C(=O)([O-])[O-].[K+].[K+].[OH:7][C:8]1[C:17]2[C:12](=[CH:13][CH:14]=[CH:15][CH:16]=2)[N:11]=[CH:10][CH:9]=1.[I:18]I.C(=O)([O-])O.[Na+].S([O-])([O-])=O.[Na+].[Na+]. Given the product [I:18][C:9]1[CH:10]=[N:11][C:12]2[C:17]([C:8]=1[OH:7])=[CH:16][CH:15]=[CH:14][CH:13]=2, predict the reactants needed to synthesize it. (8) Given the product [Br:1][C:2]1[C:3](=[O:11])[N:4]([CH2:9][CH3:10])[C:5]([NH:12][C:13]2[CH:18]=[CH:17][CH:16]=[CH:15][CH:14]=2)=[N:6][CH:7]=1, predict the reactants needed to synthesize it. The reactants are: [Br:1][C:2]1[C:3](=[O:11])[N:4]([CH2:9][CH3:10])[C:5](Cl)=[N:6][CH:7]=1.[NH2:12][C:13]1[CH:18]=[CH:17][CH:16]=[CH:15][CH:14]=1.